This data is from CYP2C19 inhibition data for predicting drug metabolism from PubChem BioAssay. The task is: Regression/Classification. Given a drug SMILES string, predict its absorption, distribution, metabolism, or excretion properties. Task type varies by dataset: regression for continuous measurements (e.g., permeability, clearance, half-life) or binary classification for categorical outcomes (e.g., BBB penetration, CYP inhibition). Dataset: cyp2c19_veith. (1) The result is 0 (non-inhibitor). The compound is Cc1nc2cnc(N3CCNCC3)nc2n(Cc2cccs2)c1=O. (2) The drug is N/C(Cc1cccs1)=N\OC(=O)COc1ccc(Br)cc1Cl. The result is 1 (inhibitor). (3) The result is 0 (non-inhibitor). The drug is NC(N)=NC[C@H](N)C(=O)O. (4) The compound is N[C@H](Cc1ccc(N(CCCl)CCCl)cc1)C(=O)O. The result is 0 (non-inhibitor). (5) The molecule is C/C(CCN1CCCc2nc(C)c(C)cc21)=N\O[C@@H](C)c1cn([C@@H]2COC[C@@H]2O)nn1. The result is 0 (non-inhibitor). (6) The drug is COc1cccc(Nc2ncc3nc(-c4cc(F)cc(F)c4)c(=O)n(C4CC4)c3n2)c1. The result is 0 (non-inhibitor).